From a dataset of Tox21: 12 toxicity assays (nuclear receptors and stress response pathways). Binary classification across 12 toxicity assays. (1) The molecule is N#Cc1cccnc1. It tested positive (active) for: NR-AhR (Aryl hydrocarbon Receptor agonist activity). (2) It tested positive (active) for: SR-MMP (Mitochondrial Membrane Potential disruption). The drug is C=C(C)CN(CC)c1c([N+](=O)[O-])cc(C(F)(F)F)cc1[N+](=O)[O-]. (3) The molecule is O=P(Oc1ccccc1)(Oc1ccccc1)Oc1ccccc1. It tested positive (active) for: NR-ER (Estrogen Receptor agonist activity), SR-ARE (Antioxidant Response Element (oxidative stress)), and SR-MMP (Mitochondrial Membrane Potential disruption). (4) The drug is C[C@H]1C[C@H]2[C@@H]3CCC4=CC(=O)C=C[C@]4(C)[C@H]3C(=O)C[C@]2(C)[C@@]1(O)C(=O)CO. It tested positive (active) for: NR-AR (Androgen Receptor agonist activity), and NR-AR-LBD (Androgen Receptor Ligand Binding Domain agonist). (5) The molecule is Cc1nc(-c2ccccn2)ncc1C(=O)Nn1cc(C)c2cc(F)ccc21. It tested positive (active) for: NR-AhR (Aryl hydrocarbon Receptor agonist activity). (6) The compound is COc1cc([C@@H]2c3cc4c(cc3C(O[C@@H]3O[C@@H]5COC(c6cccs6)O[C@H]5[C@H](O)[C@H]3O)C3COC(=O)[C@@H]32)OCO4)cc(OC)c1O. It tested positive (active) for: SR-p53 (p53 tumor suppressor activation). (7) The molecule is CC(C)(C)C(=O)c1ccccc1. It tested positive (active) for: NR-ER (Estrogen Receptor agonist activity).